Task: Predict the reactants needed to synthesize the given product.. Dataset: Full USPTO retrosynthesis dataset with 1.9M reactions from patents (1976-2016) (1) Given the product [CH:1]1([C:7]2[N:12]([C:13]3[CH:18]=[CH:17][CH:16]=[C:15]([O:19][C:20]4[CH:21]=[CH:22][CH:23]=[CH:24][CH:25]=4)[CH:14]=3)[C:11](=[O:26])[C:10]([C:47]([NH:48][CH2:61][C:62]([OH:64])=[O:63])=[O:72])=[C:9]([OH:27])[N:8]=2)[CH2:2][CH2:3][CH2:4][CH2:5][CH2:6]1, predict the reactants needed to synthesize it. The reactants are: [CH:1]1([C:7]2[N:12]([C:13]3[CH:18]=[CH:17][CH:16]=[C:15]([O:19][C:20]4[CH:25]=[CH:24][CH:23]=[CH:22][CH:21]=4)[CH:14]=3)[C:11](=[O:26])[CH:10]=[C:9]([OH:27])[N:8]=2)[CH2:6][CH2:5][CH2:4][CH2:3][CH2:2]1.[Cl-].C[Al+]C.CCCCCC.O(C1C=[C:47](C=CC=1)[NH2:48])C1C=CC=CC=1.C1(C#N)CCCCC1.C(OCC)(=O)[CH2:61][C:62]([O:64]CC)=[O:63].C[O-:72].[Na+]. (2) Given the product [CH2:1]([O:8][C:9]1[CH:14]=[CH:13][C:12]([C:15]2[O:16][C:17]3[C:23]([F:24])=[C:22]([O:25][CH2:28][C@@H:29]([NH:31][C:32](=[O:38])[CH3:39])[CH3:30])[CH:21]=[CH:20][C:18]=3[N:19]=2)=[CH:11][C:10]=1[F:26])[C:2]1[CH:3]=[CH:4][CH:5]=[CH:6][CH:7]=1, predict the reactants needed to synthesize it. The reactants are: [CH2:1]([O:8][C:9]1[CH:14]=[CH:13][C:12]([C:15]2[O:16][C:17]3[C:23]([F:24])=[C:22]([OH:25])[CH:21]=[CH:20][C:18]=3[N:19]=2)=[CH:11][C:10]=1[F:26])[C:2]1[CH:7]=[CH:6][CH:5]=[CH:4][CH:3]=1.O[CH2:28][C@@H:29]([NH:31][C:32](=[O:38])OC(C)(C)C)[CH3:30].[C:39]1(P(C2C=CC=CC=2)C2C=CC=CC=2)C=CC=CC=1.C1(C)C=CC=CC=1.N(C(OC(C)C)=O)=NC(OC(C)C)=O.Cl.C(OCC)(=O)C. (3) Given the product [ClH:25].[F:1][C:2]1[CH:3]=[CH:4][C:5]([CH:8]=[CH:9][CH:10]2[CH2:15][CH2:14][C:13]([N:22]([CH3:24])[CH3:23])([C:16]3[CH:17]=[CH:18][CH:19]=[CH:20][CH:21]=3)[CH2:12][CH2:11]2)=[CH:6][CH:7]=1.[F:1][C:2]1[CH:3]=[CH:4][C:5]([CH:8]=[CH:9][CH:10]2[CH2:15][CH2:14][C:13]([N:22]([CH3:24])[CH3:23])([C:16]3[CH:17]=[CH:18][CH:19]=[CH:20][CH:21]=3)[CH2:12][CH2:11]2)=[CH:6][CH:7]=1, predict the reactants needed to synthesize it. The reactants are: [F:1][C:2]1[CH:7]=[CH:6][C:5]([CH:8]=[CH:9][CH:10]2[CH2:15][CH2:14][C:13]([N:22]([CH3:24])[CH3:23])([C:16]3[CH:21]=[CH:20][CH:19]=[CH:18][CH:17]=3)[CH2:12][CH2:11]2)=[CH:4][CH:3]=1.[ClH:25].